This data is from Forward reaction prediction with 1.9M reactions from USPTO patents (1976-2016). The task is: Predict the product of the given reaction. (1) The product is: [C:1]([C:3]1[C:12]2[C:7](=[CH:8][CH:9]=[C:10]([O:13][C:14]3[CH:15]=[CH:16][CH:17]=[CH:18][CH:19]=3)[CH:11]=2)[C:6]([OH:20])=[C:5]([C:21]([NH:25][C@H:26]2[CH2:31][CH2:30][CH2:29][CH2:28][C@H:27]2[C:32]([OH:34])=[O:33])=[O:22])[N:4]=1)#[N:2]. Given the reactants [C:1]([C:3]1[C:12]2[C:7](=[CH:8][CH:9]=[C:10]([O:13][C:14]3[CH:19]=[CH:18][CH:17]=[CH:16][CH:15]=3)[CH:11]=2)[C:6]([OH:20])=[C:5]([C:21](OC)=[O:22])[N:4]=1)#[N:2].[NH2:25][C@H:26]1[CH2:31][CH2:30][CH2:29][CH2:28][C@H:27]1[C:32]([OH:34])=[O:33].C[O-].[Na+], predict the reaction product. (2) Given the reactants Br[C:2]1[CH:3]=[N:4][CH:5]=[C:6]([Br:8])[CH:7]=1.[NH:9]1[CH2:14][CH2:13][S:12](=[O:16])(=[O:15])[CH2:11][CH2:10]1.CC1(C)C2C(=C(P(C3C=CC=CC=3)C3C=CC=CC=3)C=CC=2)OC2C(P(C3C=CC=CC=3)C3C=CC=CC=3)=CC=CC1=2.CC(C)([O-])C.[Na+], predict the reaction product. The product is: [Br:8][C:6]1[CH:7]=[C:2]([N:9]2[CH2:14][CH2:13][S:12](=[O:16])(=[O:15])[CH2:11][CH2:10]2)[CH:3]=[N:4][CH:5]=1. (3) Given the reactants [C:1]([O:5][C:6](=[O:31])[NH:7][CH2:8][CH:9]1[CH2:12][N:11]([CH2:13][C:14]#[C:15][C:16]2[CH:17]=[N:18][CH:19]=[CH:20][C:21]=2[O:22][C:23]2[CH:28]=[CH:27][C:26]([NH2:29])=[CH:25][C:24]=2[F:30])[CH2:10]1)([CH3:4])([CH3:3])[CH3:2].[CH3:32][O:33][C:34]1[CH:69]=[CH:68][C:37]([CH2:38][NH:39][C:40]2[N:45]=[CH:44][N:43]=[C:42]([O:46][C:47]3[CH:52]=[CH:51][C:50]([NH:53][C:54]([NH:56][C:57](=[O:66])[CH2:58][C:59]4[CH:64]=[CH:63][C:62]([F:65])=[CH:61][CH:60]=4)=[O:55])=[CH:49][C:48]=3[F:67])[CH:41]=2)=[CH:36][CH:35]=1, predict the reaction product. The product is: [F:65][C:62]1[CH:61]=[CH:60][C:59]([CH2:58][C:57]([N:56]=[C:54]=[O:55])=[O:66])=[CH:64][CH:63]=1.[CH3:32][O:33][C:34]1[CH:35]=[CH:36][C:37]([CH2:38][NH:39][C:40]2[N:45]=[CH:44][N:43]=[C:42]([O:46][C:47]3[CH:52]=[CH:51][C:50]([NH:53][C:54]([NH:56][C:57](=[O:66])[CH2:58][C:59]4[CH:64]=[CH:63][C:62]([F:65])=[CH:61][CH:60]=4)=[O:55])=[CH:49][C:48]=3[F:67])[CH:41]=2)=[CH:68][CH:69]=1.[C:1]([O:5][C:6](=[O:31])[NH:7][CH2:8][CH:9]1[CH2:12][N:11]([CH2:13][C:14]#[C:15][C:16]2[CH:17]=[N:18][CH:19]=[CH:20][C:21]=2[O:22][C:23]2[CH:28]=[CH:27][C:26]([NH:29][C:54]([NH:56][C:57](=[O:66])[CH2:58][C:59]3[CH:64]=[CH:63][C:62]([F:65])=[CH:61][CH:60]=3)=[O:55])=[CH:25][C:24]=2[F:30])[CH2:10]1)([CH3:4])([CH3:2])[CH3:3]. (4) Given the reactants [CH:1]1(Br)[CH2:3][CH2:2]1.[Mg].[CH:6]1(Br)[CH2:8][CH2:7]1.[Mg].[Cl-:11].[NH4+:12].[CH2:13]1[CH2:17][O:16][CH2:15][CH2:14]1, predict the reaction product. The product is: [Cl:11][C:8]1[CH:6]=[CH:7][N:12]=[C:1]([CH:15]([CH:14]2[CH2:13][CH2:17]2)[OH:16])[C:3]=1[CH3:2]. (5) The product is: [CH2:7]1[C:8]2[CH:15]=[CH:14][C:13]([O:16][C:17]3[CH:25]=[CH:24][C:20]([C:21]([NH2:23])=[O:22])=[CH:19][N:18]=3)=[CH:12][C:9]=2[CH2:10][CH2:11][NH:5][CH2:6]1. Given the reactants FC(F)(F)C([N:5]1[CH2:11][CH2:10][C:9]2[CH:12]=[C:13]([O:16][C:17]3[CH:25]=[CH:24][C:20]([C:21]([NH2:23])=[O:22])=[CH:19][N:18]=3)[CH:14]=[CH:15][C:8]=2[CH2:7][CH2:6]1)=O, predict the reaction product.